From a dataset of Forward reaction prediction with 1.9M reactions from USPTO patents (1976-2016). Predict the product of the given reaction. (1) Given the reactants [Br:1][C:2]1[CH:7]=[CH:6][C:5]([N+:8]([O-:10])=[O:9])=[CH:4][N:3]=1.[CH2:11]([O:13][C:14](=[O:20])[CH2:15][Si](C)(C)C)[CH3:12].[F-].C([N+](CCCC)(CCCC)CCCC)CCC.[NH4+].[Cl-], predict the reaction product. The product is: [CH2:11]([O:13][C:14](=[O:20])[CH2:15][C:6]1[C:5]([N+:8]([O-:10])=[O:9])=[CH:4][N:3]=[C:2]([Br:1])[CH:7]=1)[CH3:12]. (2) Given the reactants [Br:1][C:2]1[C:10]2[CH2:9][O:8][C:7](=[O:11])[C:6]=2[CH:5]=[CH:4][CH:3]=1.[CH2:12](Br)[C:13]1[CH:18]=[CH:17][CH:16]=[CH:15][CH:14]=1.[OH2:20], predict the reaction product. The product is: [Br:1][C:2]1[C:10]([CH2:9][OH:8])=[C:6]([CH:5]=[CH:4][CH:3]=1)[C:7]([O:11][CH2:12][C:13]1[CH:18]=[CH:17][CH:16]=[CH:15][CH:14]=1)=[O:20]. (3) Given the reactants [CH2:1]([C:3]1[C:24]([NH:25][CH2:26][CH2:27][N:28]2[CH2:33][CH2:32][O:31][CH2:30][CH2:29]2)=[CH:23][C:6]2[C:7]([CH3:22])([CH3:21])[C:8]3[NH:9][C:10]4[C:15]([C:16]=3[C:17](=[O:18])[C:5]=2[CH:4]=1)=[CH:14][CH:13]=[C:12]([C:19]#[N:20])[CH:11]=4)[CH3:2].[C:34]([O-:37])([O-])=O.[K+].[K+], predict the reaction product. The product is: [CH2:1]([C:3]1[C:24]([NH:25][CH2:26][CH2:27][N:28]2[CH2:33][CH2:32][O:31][CH2:30][CH2:29]2)=[CH:23][C:6]2[C:7]([CH3:22])([CH3:21])[C:8]3[N:9]([CH2:26][CH2:27][N:28]4[CH2:33][CH2:34][O:37][CH2:30][CH2:29]4)[C:10]4[C:15]([C:16]=3[C:17](=[O:18])[C:5]=2[CH:4]=1)=[CH:14][CH:13]=[C:12]([C:19]#[N:20])[CH:11]=4)[CH3:2]. (4) Given the reactants [CH3:1][O:2][C:3]1[CH:12]=[C:11]([N:13]([C:24]2[CH:29]=[CH:28][C:27]([C:30](OC)=[O:31])=[CH:26][CH:25]=2)[C:14]2[CH:19]=[CH:18][C:17]([C:20](OC)=[O:21])=[CH:16][CH:15]=2)[CH:10]=[CH:9][C:4]=1[C:5](OC)=[O:6].[H-].[Al+3].[Li+].[H-].[H-].[H-].O, predict the reaction product. The product is: [OH:21][CH2:20][C:17]1[CH:16]=[CH:15][C:14]([N:13]([C:24]2[CH:25]=[CH:26][C:27]([CH2:30][OH:31])=[CH:28][CH:29]=2)[C:11]2[CH:10]=[CH:9][C:4]([CH2:5][OH:6])=[C:3]([O:2][CH3:1])[CH:12]=2)=[CH:19][CH:18]=1. (5) Given the reactants Cl.[CH2:2]([NH:9][CH2:10][CH2:11][C:12]1[N:16]([C@@H:17]2[CH2:26][C:25]3[C:20](=[C:21]([F:28])[CH:22]=[C:23]([F:27])[CH:24]=3)[O:19][CH2:18]2)[C:15](=[S:29])[NH:14][CH:13]=1)[C:3]1[CH:8]=[CH:7][CH:6]=[CH:5][CH:4]=1.[OH-].[Na+], predict the reaction product. The product is: [CH2:2]([NH:9][CH2:10][CH2:11][C:12]1[N:16]([C@@H:17]2[CH2:26][C:25]3[C:20](=[C:21]([F:28])[CH:22]=[C:23]([F:27])[CH:24]=3)[O:19][CH2:18]2)[C:15](=[S:29])[NH:14][CH:13]=1)[C:3]1[CH:8]=[CH:7][CH:6]=[CH:5][CH:4]=1. (6) Given the reactants [NH:1]1[C:9]2[C:4](=[CH:5][C:6]([OH:10])=[CH:7][CH:8]=2)[CH:3]=[CH:2]1.N1C=CN=C1.[C:16]([Si:20]([CH3:23])([CH3:22])Cl)([CH3:19])([CH3:18])[CH3:17].O, predict the reaction product. The product is: [Si:20]([O:10][C:6]1[CH:5]=[C:4]2[C:9](=[CH:8][CH:7]=1)[NH:1][CH:2]=[CH:3]2)([C:16]([CH3:19])([CH3:18])[CH3:17])([CH3:23])[CH3:22].